From a dataset of Reaction yield outcomes from USPTO patents with 853,638 reactions. Predict the reaction yield, written as a fraction of the theoretical maximum amount of product (1.0 means a 100% yield; for example, 0.34 means a 34% yield). (1) The reactants are C([C@H:4]1[CH2:7][C@H:6]([N:8]2[C:13](=[O:14])[C:12]([CH2:15][C:16]3[CH:21]=[CH:20][C:19]([C:22]4[C:23]([C:28]#[N:29])=[CH:24][CH:25]=[CH:26][CH:27]=4)=[CH:18][CH:17]=3)=[C:11]([CH2:30][CH2:31][CH3:32])[N:10]3[N:33]=[CH:34][N:35]=[C:9]23)[CH2:5]1)(=O)C.O.OO.FC(F)(F)C(OC(=O)C(F)(F)F)=[O:42].C(=O)([O-])O.[Na+].S([O-])([O-])(=O)=S.[Na+].[Na+]. The catalyst is C(Cl)(Cl)Cl. The product is [OH:42][C@H:4]1[CH2:5][C@H:6]([N:8]2[C:13](=[O:14])[C:12]([CH2:15][C:16]3[CH:17]=[CH:18][C:19]([C:22]4[C:23]([C:28]#[N:29])=[CH:24][CH:25]=[CH:26][CH:27]=4)=[CH:20][CH:21]=3)=[C:11]([CH2:30][CH2:31][CH3:32])[N:10]3[N:33]=[CH:34][N:35]=[C:9]23)[CH2:7]1. The yield is 0.230. (2) The reactants are [N+](=[CH:3][Si](C)(C)C)=[N-].[F:8][C:9]1[CH:10]=[C:11]([NH:20][C:21]([C@@H:23]2[N:32]([C:33]([C@@H:35]3[CH2:38][C@H:37]([C:39]([OH:41])=[O:40])[CH2:36]3)=[O:34])[CH2:31][CH2:30][C:29]3[N:28]=[C:27]([O:42][CH3:43])[CH:26]=[CH:25][C:24]2=3)=[O:22])[CH:12]=[C:13]2[C:17]=1[C:16]([CH3:19])([CH3:18])[CH2:15][CH2:14]2.O.C(OCC)(=O)C. The catalyst is C1COCC1.CO. The product is [F:8][C:9]1[CH:10]=[C:11]([NH:20][C:21]([C@@H:23]2[N:32]([C:33]([C@@H:35]3[CH2:38][C@H:37]([C:39]([O:41][CH3:3])=[O:40])[CH2:36]3)=[O:34])[CH2:31][CH2:30][C:29]3[N:28]=[C:27]([O:42][CH3:43])[CH:26]=[CH:25][C:24]2=3)=[O:22])[CH:12]=[C:13]2[C:17]=1[C:16]([CH3:18])([CH3:19])[CH2:15][CH2:14]2. The yield is 0.810. (3) The product is [CH:21]([O:24][C:25]1[CH:33]=[CH:32][C:28]([CH:29]=[O:30])=[CH:27][C:26]=1[CH3:34])([CH3:23])[CH3:22]. The reactants are FC(F)CN1CC(C2C=CNN=2)OC2(CCNCC2)C1.[CH:21]([O:24][C:25]1[CH:33]=[CH:32][C:28]([C:29](O)=[O:30])=[CH:27][C:26]=1[CH3:34])([CH3:23])[CH3:22].CN(C(ON1N=NC2C=CC=NC1=2)=[N+](C)C)C.F[P-](F)(F)(F)(F)F.C(N(C(C)C)CC)(C)C.[H-].[Na+].ICC. The yield is 0.130. The catalyst is C([O-])(O)=O.[Na+].CO.CN(C)C=O. (4) The yield is 0.360. The catalyst is C(OCC)(=O)C.C([O-])(O)=O.[Na+]. The reactants are N[C:2]1[CH:10]=[CH:9][CH:8]=[C:7]2[C:3]=1[CH2:4][NH:5][C:6]2=[O:11].[N+](C1C=C(C=CC=1)C(Cl)=O)([O-])=O. The product is [C:6]1(=[O:11])[C:7]2[C:3](=[CH:2][CH:10]=[CH:9][CH:8]=2)[CH2:4][NH:5]1. (5) The reactants are O[C:2]([C:13]1[C:21]2[O:20][CH2:19][CH2:18][C:17]=2[C:16]([CH3:22])=[C:15]([NH:23][C:24](=O)[O:25]C(C)(C)C)[C:14]=1[CH3:31])([C:4]1[CH:9]=[CH:8][C:7]([CH:10]([CH3:12])[CH3:11])=[CH:6][CH:5]=1)[CH3:3].[C:32]([CH2:36]C(Cl)=O)([CH3:35])([CH3:34])[CH3:33]. The catalyst is C(OCC)(=O)C.CCCCCC. The product is [CH:10]([C:7]1[CH:6]=[CH:5][C:4]([CH:2]([C:13]2[C:21]3[O:20][CH2:19][CH2:18][C:17]=3[C:16]([CH3:22])=[C:15]([NH:23][C:24](=[O:25])[CH2:33][C:32]([CH3:36])([CH3:35])[CH3:34])[C:14]=2[CH3:31])[CH3:3])=[CH:9][CH:8]=1)([CH3:12])[CH3:11]. The yield is 0.610.